From a dataset of Reaction yield outcomes from USPTO patents with 853,638 reactions. Predict the reaction yield, written as a fraction of the theoretical maximum amount of product (1.0 means a 100% yield; for example, 0.34 means a 34% yield). (1) The reactants are C1(C[O:5][C:6](=[O:31])[CH:7]([C:12]2[CH:17]=[C:16]([O:18][CH2:19][CH:20]3[CH2:22][CH2:21]3)[C:15]([C:23]3[CH:28]=[CH:27][C:26]([Cl:29])=[CH:25][CH:24]=3)=[C:14]([Cl:30])[CH:13]=2)[CH2:8][CH:9]([CH3:11])[CH3:10])CC1.[OH-].[K+]. The catalyst is CCO.O. The product is [Cl:30][C:14]1[CH:13]=[C:12]([CH:7]([CH2:8][CH:9]([CH3:11])[CH3:10])[C:6]([OH:31])=[O:5])[CH:17]=[C:16]([O:18][CH2:19][CH:20]2[CH2:22][CH2:21]2)[C:15]=1[C:23]1[CH:24]=[CH:25][C:26]([Cl:29])=[CH:27][CH:28]=1. The yield is 0.930. (2) The reactants are C(OC([N:8]1[C:13]2[CH:14]=[C:15]([Cl:21])[C:16]([N:18]([CH3:20])[CH3:19])=[CH:17][C:12]=2[O:11][CH:10]([C:22](=[O:40])[NH:23][CH2:24][C:25]2([OH:39])[CH2:30][CH2:29][N:28]([CH2:31][C:32]3[CH:37]=[CH:36][C:35]([F:38])=[CH:34][CH:33]=3)[CH2:27][CH2:26]2)[CH2:9]1)=O)(C)(C)C.FC(F)(F)C(O)=O. The catalyst is C(Cl)Cl. The product is [F:38][C:35]1[CH:34]=[CH:33][C:32]([CH2:31][N:28]2[CH2:29][CH2:30][C:25]([CH2:24][NH:23][C:22]([CH:10]3[CH2:9][NH:8][C:13]4[CH:14]=[C:15]([Cl:21])[C:16]([N:18]([CH3:19])[CH3:20])=[CH:17][C:12]=4[O:11]3)=[O:40])([OH:39])[CH2:26][CH2:27]2)=[CH:37][CH:36]=1. The yield is 0.584. (3) The reactants are CCCCC.[CH3:6][C:7]([CH3:12])([CH3:11])[C@@H:8]1[O:10][CH2:9]1.[F:13][C:14]1[CH:19]=[CH:18][C:17]([C:20]2[N:21]=[CH:22][NH:23][CH:24]=2)=[CH:16][CH:15]=1. The catalyst is C(O)(C)C. The product is [F:13][C:14]1[CH:15]=[CH:16][C:17]([C:20]2[N:21]=[CH:22][N:23]([CH2:9][C@@H:8]([OH:10])[C:7]([CH3:12])([CH3:11])[CH3:6])[CH:24]=2)=[CH:18][CH:19]=1. The yield is 0.560. (4) The reactants are B.C1COCC1.[CH2:7]([N:14]1[CH2:19][CH2:18][O:17][CH:16]([CH:20]([CH:22]2[CH2:24][CH2:23]2)[OH:21])[C:15]1=O)[C:8]1[CH:13]=[CH:12][CH:11]=[CH:10][CH:9]=1.Cl.C([O-])(O)=O.[Na+]. The catalyst is C1COCC1.CCOC(C)=O.CO. The product is [CH2:7]([N:14]1[CH2:19][CH2:18][O:17][CH:16]([CH:20]([CH:22]2[CH2:24][CH2:23]2)[OH:21])[CH2:15]1)[C:8]1[CH:9]=[CH:10][CH:11]=[CH:12][CH:13]=1. The yield is 0.610. (5) The reactants are [Cl:1][C:2]1[CH:7]=[CH:6][CH:5]=[CH:4][C:3]=1[N:8]1[CH:13]=[CH:12][C:11](=[O:14])[C:10]([C:15](=O)[CH:16]=[CH:17][N:18](C)C)=[N:9]1.[C:22]1([NH:28]N)[CH:27]=[CH:26][CH:25]=[CH:24][CH:23]=1. The catalyst is CO. The product is [Cl:1][C:2]1[CH:7]=[CH:6][CH:5]=[CH:4][C:3]=1[N:8]1[CH:13]=[CH:12][C:11](=[O:14])[C:10]([C:15]2[N:28]([C:22]3[CH:27]=[CH:26][CH:25]=[CH:24][CH:23]=3)[N:18]=[CH:17][CH:16]=2)=[N:9]1. The yield is 0.0800. (6) The reactants are Cl[CH2:2][C:3]1[CH:28]=[CH:27][C:6]([C:7]([NH:9][C:10]2[S:11][C:12]3[C:18]([N:19]4[CH2:24][CH2:23][O:22][CH2:21][CH2:20]4)=[CH:17][CH:16]=[C:15]([O:25][CH3:26])[C:13]=3[N:14]=2)=[O:8])=[CH:5][CH:4]=1.[H-].[Na+].[CH3:31][O:32][CH2:33][CH2:34][OH:35]. No catalyst specified. The product is [CH3:31][O:32][CH2:33][CH2:34][O:35][CH2:2][C:3]1[CH:28]=[CH:27][C:6]([C:7]([NH:9][C:10]2[S:11][C:12]3[C:18]([N:19]4[CH2:24][CH2:23][O:22][CH2:21][CH2:20]4)=[CH:17][CH:16]=[C:15]([O:25][CH3:26])[C:13]=3[N:14]=2)=[O:8])=[CH:5][CH:4]=1. The yield is 0.700. (7) The reactants are [Cl:1][C:2]1[S:6][C:5]([C:7]2[N:8]=[C:9]([CH3:26])[C:10]3[CH:15]=[CH:14][N:13]([C:16]4[CH:25]=[CH:24][C:19]([C:20]([O:22]C)=[O:21])=[CH:18][CH:17]=4)[C:11]=3[N:12]=2)=[CH:4][CH:3]=1.[OH-].[Na+].Cl. The catalyst is CO.O1CCOCC1. The product is [Cl:1][C:2]1[S:6][C:5]([C:7]2[N:8]=[C:9]([CH3:26])[C:10]3[CH:15]=[CH:14][N:13]([C:16]4[CH:17]=[CH:18][C:19]([C:20]([OH:22])=[O:21])=[CH:24][CH:25]=4)[C:11]=3[N:12]=2)=[CH:4][CH:3]=1. The yield is 0.710.